From a dataset of Catalyst prediction with 721,799 reactions and 888 catalyst types from USPTO. Predict which catalyst facilitates the given reaction. Reactant: C[C:2]1[C:24]2[NH:25][C:4](=[CH:5][C:6]3[NH:10][C:9]([CH:11]=[C:12]4[N:16]=[C:15]([CH:17]=[C:18]5[N:22]=[C:21]([CH:23]=2)[C:20](C)=[C:19]5CCC([O-])=O)[C:14](CCC([O-])=O)=[C:13]4C)=[C:8](C=C)[C:7]=3C)[C:3]=1C=C.[Na+].[Na+].C(N)(=O)C=C.N(C(C)(C)C#N)=NC(C)(C)C#N.CO. Product: [C:6]12[CH:5]=[C:4]3[N:25]=[C:24]([CH:2]=[CH:3]3)[CH:23]=[C:21]3[NH:22][C:18]([CH:19]=[CH:20]3)=[CH:17][C:15]3=[N:16][C:12]([CH:13]=[CH:14]3)=[CH:11][C:9]([NH:10]1)=[CH:8][CH:7]=2. The catalyst class is: 16.